From a dataset of Peptide-MHC class II binding affinity with 134,281 pairs from IEDB. Regression. Given a peptide amino acid sequence and an MHC pseudo amino acid sequence, predict their binding affinity value. This is MHC class II binding data. (1) The peptide sequence is YEVAIFVHGPTTVES. The MHC is DRB1_0301 with pseudo-sequence DRB1_0301. The binding affinity (normalized) is 0.335. (2) The peptide sequence is NSVIEKMNTQFTAVGKEFNKHE. The MHC is DRB1_0401 with pseudo-sequence DRB1_0401. The binding affinity (normalized) is 0.273. (3) The peptide sequence is TRVVLSEMKEAFHGL. The binding affinity (normalized) is 0.409. The MHC is HLA-DQA10501-DQB10303 with pseudo-sequence HLA-DQA10501-DQB10303. (4) The peptide sequence is ERKLHQQGRCRTCVY. The MHC is HLA-DQA10201-DQB10303 with pseudo-sequence HLA-DQA10201-DQB10303. The binding affinity (normalized) is 0.